This data is from Full USPTO retrosynthesis dataset with 1.9M reactions from patents (1976-2016). The task is: Predict the reactants needed to synthesize the given product. (1) Given the product [Br:22][C:23]1[C:24]([Si:35]([CH3:38])([CH3:37])[CH3:36])=[C:25]([F:34])[C:26]([F:33])=[C:27]([C:19](=[O:21])[CH2:18][C:15]2[CH:14]=[CH:13][C:12]([Cl:11])=[CH:17][CH:16]=2)[CH:32]=1, predict the reactants needed to synthesize it. The reactants are: C[Si]([N-][Si](C)(C)C)(C)C.[Na+].[Cl:11][C:12]1[CH:17]=[CH:16][C:15]([CH2:18][C:19]([OH:21])=O)=[CH:14][CH:13]=1.[Br:22][C:23]1[C:24]([Si:35]([CH3:38])([CH3:37])[CH3:36])=[C:25]([F:34])[C:26]([F:33])=[C:27]([CH:32]=1)C(OC)=O. (2) Given the product [NH2:1][C:2]1[N:3]([C:14]([O:16][C:17]([CH3:20])([CH3:19])[CH3:18])=[O:15])[CH:4]=[C:5]([CH2:7][CH2:8][CH2:9][CH2:10][CH2:11][C:12]2[N:23]=[N:22][N:21]([CH2:24][CH2:25][NH:26][C:27](=[O:36])/[CH:28]=[CH:29]/[C:30]3[CH:35]=[CH:34][CH:33]=[CH:32][CH:31]=3)[CH:13]=2)[N:6]=1, predict the reactants needed to synthesize it. The reactants are: [NH2:1][C:2]1[N:3]([C:14]([O:16][C:17]([CH3:20])([CH3:19])[CH3:18])=[O:15])[CH:4]=[C:5]([CH2:7][CH2:8][CH2:9][CH2:10][CH2:11][C:12]#[CH:13])[N:6]=1.[N:21]([CH2:24][CH2:25][NH:26][C:27](=[O:36])[CH:28]=[CH:29][C:30]1[CH:35]=[CH:34][CH:33]=[CH:32][CH:31]=1)=[N+:22]=[N-:23]. (3) Given the product [O:10]1[C:9]2=[C:4]([NH2:3])[N:5]=[CH:6][CH:7]=[C:8]2[CH:12]=[CH:11]1, predict the reactants needed to synthesize it. The reactants are: CO[NH:3][C:4]1[N:5]=[CH:6][CH:7]=[C:8]2[CH:12]=[CH:11][O:10][C:9]=12.C(O)(=O)C. (4) Given the product [CH:4]([C:3]1[CH:2]=[CH:21][C:14]([O:13][C:10]2[CH:11]=[CH:12][C:7]([Cl:6])=[C:8]([C:22]([F:24])([F:23])[F:25])[CH:9]=2)=[CH:15][CH:16]=1)=[CH2:5], predict the reactants needed to synthesize it. The reactants are: [Li][CH2:2][CH2:3][CH2:4][CH3:5].[Cl:6][C:7]1[CH:12]=[CH:11][C:10]([O:13][C:14]2[CH:21]=CC=C[C:15]=2[CH:16]=O)=[CH:9][C:8]=1[C:22]([F:25])([F:24])[F:23]. (5) Given the product [Br:1][C:2]1[CH:3]=[CH:4][C:5]([N:8]2[CH2:9][CH2:10][CH:11]([CH2:14][CH2:15][NH2:16])[CH2:12][CH2:13]2)=[N:6][CH:7]=1, predict the reactants needed to synthesize it. The reactants are: [Br:1][C:2]1[CH:3]=[CH:4][C:5]([N:8]2[CH2:13][CH2:12][CH:11]([CH2:14][CH2:15][NH:16]C(=O)OC(C)(C)C)[CH2:10][CH2:9]2)=[N:6][CH:7]=1.FC(F)(F)C(O)=O.N. (6) Given the product [OH:5][C:4]1[CH:3]=[C:2]([CH:10]=[C:8]([OH:9])[C:6]=1[OH:7])[C:1]([O:12][C:13]1[C:22]2[CH2:21][CH2:20][CH2:19][CH2:18][C:17]=2[CH:16]=[C:15]([O:23][C:1](=[O:11])[C:2]2[CH:10]=[C:8]([OH:9])[C:6]([OH:7])=[C:4]([OH:5])[CH:3]=2)[CH:14]=1)=[O:11], predict the reactants needed to synthesize it. The reactants are: [C:1]([OH:12])(=[O:11])[C:2]1[CH:10]=[C:8]([OH:9])[C:6]([OH:7])=[C:4]([OH:5])[CH:3]=1.[C:13]1(O)[C:22]2[C:17](=[CH:18][CH:19]=[CH:20][CH:21]=2)[CH:16]=[C:15]([OH:23])[CH:14]=1. (7) The reactants are: Cl.Cl.[OH:3][C@@H:4]1[CH2:11][N:10]([CH2:12][CH2:13][C@H:14]([N:18]2[C:24](=[O:25])[CH2:23][CH2:22][NH:21][C@H:20]([CH3:26])[CH2:19]2)[CH2:15][O:16][CH3:17])[CH2:9][CH2:8][C:5]21[CH2:7][CH2:6]2.[F:27][C:28]([F:39])([F:38])[C:29]1[CH:30]=[C:31]([N:35]=[C:36]=[O:37])[CH:32]=[CH:33][CH:34]=1. Given the product [F:27][C:28]([F:38])([F:39])[C:29]1[CH:30]=[C:31]([NH:35][C:36]([N:21]2[CH2:22][CH2:23][C:24](=[O:25])[N:18]([C@H:14]([CH2:15][O:16][CH3:17])[CH2:13][CH2:12][N:10]3[CH2:9][CH2:8][C:5]4([CH2:7][CH2:6]4)[C@H:4]([OH:3])[CH2:11]3)[CH2:19][C@H:20]2[CH3:26])=[O:37])[CH:32]=[CH:33][CH:34]=1, predict the reactants needed to synthesize it. (8) Given the product [CH3:32][S:33][CH2:2][C:3]([NH:5][C:6]1[CH:11]=[CH:10][CH:9]=[C:8]([C:12]2[C:21]3[C:16](=[CH:17][C:18]([O:27][CH3:28])=[C:19]4[O:24][C:23]([CH3:26])([CH3:25])[CH2:22][C:20]4=3)[CH2:15][C:14]([CH3:30])([CH3:29])[N:13]=2)[CH:7]=1)=[O:4], predict the reactants needed to synthesize it. The reactants are: Cl[CH2:2][C:3]([NH:5][C:6]1[CH:11]=[CH:10][CH:9]=[C:8]([C:12]2[C:21]3[C:16](=[CH:17][C:18]([O:27][CH3:28])=[C:19]4[O:24][C:23]([CH3:26])([CH3:25])[CH2:22][C:20]4=3)[CH2:15][C:14]([CH3:30])([CH3:29])[N:13]=2)[CH:7]=1)=[O:4].[Na].[CH3:32][SH:33].O. (9) Given the product [CH2:10]([O:8][CH2:7][CH2:6][CH2:5][CH2:4][CH2:3][OH:9])[C:11]1[CH:16]=[CH:15][CH:14]=[CH:13][CH:12]=1, predict the reactants needed to synthesize it. The reactants are: [H-].[Na+].[CH2:3]([OH:9])[CH2:4][CH2:5][CH2:6][CH2:7][OH:8].[CH2:10](Br)[C:11]1[CH:16]=[CH:15][CH:14]=[CH:13][CH:12]=1.O. (10) Given the product [Cl:1][C:2]1[CH:8]=[C:7]([N+:9]([O-:11])=[O:10])[C:5]([NH:6][CH3:18])=[C:4]([O:12][CH3:13])[CH:3]=1, predict the reactants needed to synthesize it. The reactants are: [Cl:1][C:2]1[CH:8]=[C:7]([N+:9]([O-:11])=[O:10])[C:5]([NH2:6])=[C:4]([O:12][CH3:13])[CH:3]=1.[H-].[Na+].CI.[C:18]([O-])(O)=O.[Na+].